This data is from Reaction yield outcomes from USPTO patents with 853,638 reactions. The task is: Predict the reaction yield, written as a fraction of the theoretical maximum amount of product (1.0 means a 100% yield; for example, 0.34 means a 34% yield). (1) The reactants are [N:1]12[CH2:8][CH2:7][C:4]([C:9]([C:18]3[CH:23]=[CH:22][CH:21]=[C:20]([CH3:24])[CH:19]=3)([C:11]3[CH:16]=[CH:15][CH:14]=[C:13]([CH3:17])[CH:12]=3)[OH:10])([CH2:5][CH2:6]1)[CH2:3][CH2:2]2.[C:25]1([CH2:31][O:32][CH2:33][CH2:34][Br:35])[CH:30]=[CH:29][CH:28]=[CH:27][CH:26]=1. The catalyst is CC#N. The product is [Br-:35].[OH:10][C:9]([C:18]1[CH:23]=[CH:22][CH:21]=[C:20]([CH3:24])[CH:19]=1)([C:11]1[CH:16]=[CH:15][CH:14]=[C:13]([CH3:17])[CH:12]=1)[C:4]12[CH2:5][CH2:6][N+:1]([CH2:34][CH2:33][O:32][CH2:31][C:25]3[CH:30]=[CH:29][CH:28]=[CH:27][CH:26]=3)([CH2:8][CH2:7]1)[CH2:2][CH2:3]2. The yield is 0.110. (2) The reactants are [Br:1][C:2]1[CH:3]=[C:4]2[C:9](=[CH:10][CH:11]=1)[CH2:8][C:7]([CH3:15])([C:12](O)=[O:13])[CH2:6][C:5]2=[O:16].B.C1COCC1. The catalyst is C1(C)C=CC=CC=1. The product is [Br:1][C:2]1[CH:3]=[C:4]2[C:9]([CH2:8][C:7]([CH2:12][OH:13])([CH3:15])[CH2:6][CH:5]2[OH:16])=[CH:10][CH:11]=1. The yield is 0.720. (3) The reactants are C[O:2][C:3](=[O:14])/[CH:4]=[CH:5]/[C:6]1[CH:7]=[N:8][C:9]([Cl:13])=[C:10]([Cl:12])[CH:11]=1.[OH-].[Na+]. The catalyst is CO. The product is [Cl:12][C:10]1[CH:11]=[C:6](/[CH:5]=[CH:4]/[C:3]([OH:14])=[O:2])[CH:7]=[N:8][C:9]=1[Cl:13]. The yield is 0.770. (4) The reactants are [C:1]1([C:7]2[NH:8][CH:9]=[C:10]([CH:12]=[O:13])[N:11]=2)[CH:6]=[CH:5][CH:4]=[CH:3][CH:2]=1.C(=O)([O-])[O-].[K+].[K+].Br[CH:21]([C:26]1[CH:31]=[CH:30][CH:29]=[CH:28][CH:27]=1)[C:22]([O:24][CH3:25])=[O:23].O. The catalyst is CN(C)C=O. The product is [CH:12]([C:10]1[N:11]=[C:7]([C:1]2[CH:2]=[CH:3][CH:4]=[CH:5][CH:6]=2)[N:8]([CH:21]([C:26]2[CH:31]=[CH:30][CH:29]=[CH:28][CH:27]=2)[C:22]([O:24][CH3:25])=[O:23])[CH:9]=1)=[O:13]. The yield is 0.250. (5) The reactants are S(Cl)(Cl)=O.[Cl:5][C:6]1[C:14]([OH:15])=[CH:13][C:12]([Cl:16])=[CH:11][C:7]=1[C:8]([OH:10])=[O:9].[CH3:17]O. No catalyst specified. The product is [Cl:5][C:6]1[C:14]([OH:15])=[CH:13][C:12]([Cl:16])=[CH:11][C:7]=1[C:8]([O:10][CH3:17])=[O:9]. The yield is 0.527. (6) The reactants are CC1(C)COB([C:8]2[CH:22]=[CH:21][C:11]([O:12][CH2:13][CH:14]3[CH2:17][N:16]([C:18](=[O:20])[CH3:19])[CH2:15]3)=[CH:10][CH:9]=2)OC1.Br[C:25]1[CH:26]=[C:27]2[C:31](=[CH:32][C:33]=1[Cl:34])[NH:30][CH:29]=[C:28]2[CH:35]=[O:36]. The catalyst is C(=O)([O-])[O-].[K+].[K+].C1(C)C=CC=CC=1.C(O)C.C1C=CC(P(C2C=CC=CC=2)[C-]2C=CC=C2)=CC=1.C1C=CC(P(C2C=CC=CC=2)[C-]2C=CC=C2)=CC=1.Cl[Pd]Cl.[Fe+2]. The product is [C:18]([N:16]1[CH2:15][CH:14]([CH2:13][O:12][C:11]2[CH:10]=[CH:9][C:8]([C:25]3[CH:26]=[C:27]4[C:31](=[CH:32][C:33]=3[Cl:34])[NH:30][CH:29]=[C:28]4[CH:35]=[O:36])=[CH:22][CH:21]=2)[CH2:17]1)(=[O:20])[CH3:19]. The yield is 0.520. (7) The reactants are [ClH:1].Cl.[CH3:3][O:4][C:5]1[C:10]([O:11][CH3:12])=[CH:9][CH:8]=[CH:7][C:6]=1N.N([O-])=O.[Na+].[S:18](=[O:20])=[O:19]. The catalyst is C(O)(=O)C.C(#N)C.O.O.O.[Cu](Cl)Cl. The product is [CH3:3][O:4][C:5]1[C:10]([O:11][CH3:12])=[CH:9][CH:8]=[CH:7][C:6]=1[S:18]([Cl:1])(=[O:20])=[O:19]. The yield is 0.810.